Dataset: Full USPTO retrosynthesis dataset with 1.9M reactions from patents (1976-2016). Task: Predict the reactants needed to synthesize the given product. (1) Given the product [F:25][C:26]1[CH:31]=[C:30]([F:32])[CH:29]=[CH:28][C:27]=1[NH:33][C:34]([NH:20][C:19]1[CH:21]=[C:22]([CH3:23])[C:16]([O:15][C:6]2[C:5]3[C:10](=[CH:11][C:12]([O:13][CH3:14])=[C:3]([O:2][CH3:1])[CH:4]=3)[N:9]=[CH:8][CH:7]=2)=[CH:17][C:18]=1[CH3:24])=[O:35], predict the reactants needed to synthesize it. The reactants are: [CH3:1][O:2][C:3]1[CH:4]=[C:5]2[C:10](=[CH:11][C:12]=1[O:13][CH3:14])[N:9]=[CH:8][CH:7]=[C:6]2[O:15][C:16]1[C:22]([CH3:23])=[CH:21][C:19]([NH2:20])=[C:18]([CH3:24])[CH:17]=1.[F:25][C:26]1[CH:31]=[C:30]([F:32])[CH:29]=[CH:28][C:27]=1[N:33]=[C:34]=[O:35]. (2) Given the product [N:2]1[NH:20][N:21]=[N:22][C:1]=1[C:3]1[CH:7]=[CH:6][S:5][C:4]=1[NH:8][C:9](=[O:19])[CH2:10][C:11]1[CH:16]=[CH:15][C:14]([O:17][CH3:18])=[CH:13][CH:12]=1, predict the reactants needed to synthesize it. The reactants are: [C:1]([C:3]1[CH:7]=[CH:6][S:5][C:4]=1[NH:8][C:9](=[O:19])[CH2:10][C:11]1[CH:16]=[CH:15][C:14]([O:17][CH3:18])=[CH:13][CH:12]=1)#[N:2].[N:20]([Sn](CCCC)(CCCC)CCCC)=[N+:21]=[N-:22]. (3) Given the product [C:9]([N:12]1[C:21]2[C:16](=[CH:17][C:18]([C:22]([NH:24][CH3:25])=[O:23])=[CH:19][CH:20]=2)[CH:15]([NH:26][C:2]2[N:7]=[C:6]([CH3:8])[CH:5]=[CH:4][N:3]=2)[CH:14]([CH3:27])[CH:13]1[CH:28]1[CH2:29][CH2:30]1)(=[O:11])[CH3:10], predict the reactants needed to synthesize it. The reactants are: Br[C:2]1[N:7]=[C:6]([CH3:8])[CH:5]=[CH:4][N:3]=1.[C:9]([N:12]1[C:21]2[C:16](=[CH:17][C:18]([C:22]([NH:24][CH3:25])=[O:23])=[CH:19][CH:20]=2)[CH:15]([NH2:26])[CH:14]([CH3:27])[CH:13]1[CH:28]1[CH2:30][CH2:29]1)(=[O:11])[CH3:10].CC(C)([O-])C.[Na+].CN(C1C(C2C(P(C3CCCCC3)C3CCCCC3)=CC=CC=2)=CC=CC=1)C. (4) Given the product [CH3:1][C:2]1[O:6][C:5]([C:7]2[CH:12]=[CH:11][C:10]([C:13]([F:16])([F:15])[F:14])=[CH:9][CH:8]=2)=[N:4][C:3]=1[CH2:17][O:18][C:19]1[CH:20]=[C:21]2[C:25](=[CH:26][CH:27]=1)[N:24]([CH2:28][C:29]([NH:36][S:33]([CH3:32])(=[O:35])=[O:34])=[O:31])[CH:23]=[CH:22]2, predict the reactants needed to synthesize it. The reactants are: [CH3:1][C:2]1[O:6][C:5]([C:7]2[CH:12]=[CH:11][C:10]([C:13]([F:16])([F:15])[F:14])=[CH:9][CH:8]=2)=[N:4][C:3]=1[CH2:17][O:18][C:19]1[CH:20]=[C:21]2[C:25](=[CH:26][CH:27]=1)[N:24]([CH2:28][C:29]([OH:31])=O)[CH:23]=[CH:22]2.[CH3:32][S:33]([NH2:36])(=[O:35])=[O:34].C(N(CC)C(C)C)(C)C.Cl.CN(C)CCCN=C=NCC.